From a dataset of Forward reaction prediction with 1.9M reactions from USPTO patents (1976-2016). Predict the product of the given reaction. (1) Given the reactants C([C:5]1[C:10]([NH2:11])=[C:9]([N:12]2[CH2:17][CH2:16][CH2:15][C@@H:14]([O:18][Si:19]([C:22]([CH3:25])([CH3:24])[CH3:23])([CH3:21])[CH3:20])[CH2:13]2)[CH:8]=[CH:7][N:6]=1)(C)(C)C.[NH2:26][C:27]1[C:28]([C:34](O)=[O:35])=[N:29][C:30]([Br:33])=[CH:31][CH:32]=1, predict the reaction product. The product is: [NH2:26][C:27]1[C:28]([C:34]([NH:11][C:10]2[CH:5]=[N:6][CH:7]=[CH:8][C:9]=2[N:12]2[CH2:17][CH2:16][CH2:15][C@@H:14]([O:18][Si:19]([C:22]([CH3:23])([CH3:24])[CH3:25])([CH3:21])[CH3:20])[CH2:13]2)=[O:35])=[N:29][C:30]([Br:33])=[CH:31][CH:32]=1. (2) Given the reactants [F:1][CH:2]([F:23])[C:3]1[CH:4]=[CH:5][C:6]([O:9][C:10]2[CH:11]=[C:12]3[C:17](=[CH:18][CH:19]=2)[N:16]=[C:15]([C:20](O)=[O:21])[CH:14]=[CH:13]3)=[N:7][CH:8]=1.[N:24]1([C:30]([O:32][C:33]([CH3:36])([CH3:35])[CH3:34])=[O:31])[CH2:29][CH2:28][NH:27][CH2:26][CH2:25]1.C(N(CC)CC)C.O, predict the reaction product. The product is: [F:23][CH:2]([F:1])[C:3]1[CH:4]=[CH:5][C:6]([O:9][C:10]2[CH:11]=[C:12]3[C:17](=[CH:18][CH:19]=2)[N:16]=[C:15]([C:20]([N:27]2[CH2:28][CH2:29][N:24]([C:30]([O:32][C:33]([CH3:36])([CH3:35])[CH3:34])=[O:31])[CH2:25][CH2:26]2)=[O:21])[CH:14]=[CH:13]3)=[N:7][CH:8]=1. (3) Given the reactants FC(F)(F)C(O)=O.C(OC([N:15]1[CH2:20][CH2:19][CH:18]([C:21]2[O:40][C:24]3=[CH:25][N:26]=[C:27]([C:29]4[CH:34]=[CH:33][C:32]([S:35]([CH3:38])(=[O:37])=[O:36])=[CH:31][C:30]=4[F:39])[CH:28]=[C:23]3[CH:22]=2)[CH2:17][CH2:16]1)=O)(C)(C)C.C([O-])(O)=O.[Na+], predict the reaction product. The product is: [F:39][C:30]1[CH:31]=[C:32]([S:35]([CH3:38])(=[O:37])=[O:36])[CH:33]=[CH:34][C:29]=1[C:27]1[CH:28]=[C:23]2[CH:22]=[C:21]([CH:18]3[CH2:19][CH2:20][NH:15][CH2:16][CH2:17]3)[O:40][C:24]2=[CH:25][N:26]=1.